Dataset: Full USPTO retrosynthesis dataset with 1.9M reactions from patents (1976-2016). Task: Predict the reactants needed to synthesize the given product. (1) Given the product [Cl:1][C:2]1[N:10]=[C:9]2[C:5]([N:6]([CH2:11][C@H:12]3[CH2:17][CH2:16][C@H:15]([CH3:18])[CH2:14][CH2:13]3)[CH:7]=[N:8]2)=[C:4]([NH:31][CH2:30][C:23]2[CH:24]=[CH:25][C:26]([O:28][CH3:29])=[CH:27][C:22]=2[O:21][CH3:20])[N:3]=1, predict the reactants needed to synthesize it. The reactants are: [Cl:1][C:2]1[N:10]=[C:9]2[C:5]([N:6]([CH2:11][C@H:12]3[CH2:17][CH2:16][C@H:15]([CH3:18])[CH2:14][CH2:13]3)[CH:7]=[N:8]2)=[C:4](Cl)[N:3]=1.[CH3:20][O:21][C:22]1[CH:27]=[C:26]([O:28][CH3:29])[CH:25]=[CH:24][C:23]=1[CH2:30][NH2:31].CCN(C(C)C)C(C)C.O. (2) Given the product [CH3:27][CH:28]([CH3:32])[C:29]([NH:23][C:22]1[CH:24]=[CH:25][CH:26]=[C:20]([CH2:19][CH2:18][N:15]2[CH2:14][CH2:13][N:12]([C:8]3[CH:7]=[CH:6][CH:5]=[C:4]4[C:9]=3[CH:10]=[CH:11][C:2]([CH3:1])=[N:3]4)[CH2:17][CH2:16]2)[CH:21]=1)=[O:30], predict the reactants needed to synthesize it. The reactants are: [CH3:1][C:2]1[CH:11]=[CH:10][C:9]2[C:4](=[CH:5][CH:6]=[CH:7][C:8]=2[N:12]2[CH2:17][CH2:16][N:15]([CH2:18][CH2:19][C:20]3[CH:21]=[C:22]([CH:24]=[CH:25][CH:26]=3)[NH2:23])[CH2:14][CH2:13]2)[N:3]=1.[CH3:27][CH:28]([CH3:32])[C:29](Cl)=[O:30].